From a dataset of Full USPTO retrosynthesis dataset with 1.9M reactions from patents (1976-2016). Predict the reactants needed to synthesize the given product. (1) Given the product [CH:1]1([O:6][C:7]2[CH:8]=[C:9]([C:10]3[CH2:20][C:19]([CH3:21])([C:18]#[N:22])[O:12][N:11]=3)[CH:13]=[CH:14][C:15]=2[O:16][CH3:17])[CH2:2][CH2:3][CH2:4][CH2:5]1, predict the reactants needed to synthesize it. The reactants are: [CH:1]1([O:6][C:7]2[CH:8]=[C:9]([CH:13]=[CH:14][C:15]=2[O:16][CH3:17])[CH:10]=[N:11][OH:12])[CH2:5][CH2:4][CH2:3][CH2:2]1.[C:18](#[N:22])[C:19]([CH3:21])=[CH2:20].Cl[O-].[Na+]. (2) Given the product [CH3:5][NH:6][C:7]1[CH:12]=[CH:11][N:10]2[CH:13]=[C:14]([C:16]3[CH:17]=[N:25][CH:19]=[CH:20][CH:21]=3)[N:15]=[C:9]2[CH:8]=1, predict the reactants needed to synthesize it. The reactants are: C(O)(=O)C.[CH3:5][NH:6][C:7]1[CH:12]=[CH:11][N:10]2[CH:13]=[C:14]([C:16]3[CH:21]=[CH:20][C:19](CO)=C[CH:17]=3)[N:15]=[C:9]2[CH:8]=1.C[NH:25]C1C=CN=C(N)C=1.[Br-].BrCC(C1C=[NH+]C=CC=1)=O. (3) Given the product [CH2:1]([C:3]1[CH:8]=[CH:7][C:6]([C@H:9]2[CH2:14][C@@H:13]([C:15]([F:17])([F:18])[F:16])[N:12]3[N:19]=[CH:20][C:21]([C:22]([NH:66][CH2:65][C:61]4[CH:62]=[CH:63][CH:64]=[C:59]([F:58])[CH:60]=4)=[O:24])=[C:11]3[NH:10]2)=[CH:5][CH:4]=1)[CH3:2], predict the reactants needed to synthesize it. The reactants are: [CH2:1]([C:3]1[CH:8]=[CH:7][C:6]([C@H:9]2[CH2:14][C@@H:13]([C:15]([F:18])([F:17])[F:16])[N:12]3[N:19]=[CH:20][C:21]([C:22]([OH:24])=O)=[C:11]3[NH:10]2)=[CH:5][CH:4]=1)[CH3:2].CN(C(ON1N=NC2C=CC=NC1=2)=[N+](C)C)C.F[P-](F)(F)(F)(F)F.C(N(CC)C(C)C)(C)C.[F:58][C:59]1[CH:60]=[C:61]([CH2:65][NH2:66])[CH:62]=[CH:63][CH:64]=1.